Dataset: Forward reaction prediction with 1.9M reactions from USPTO patents (1976-2016). Task: Predict the product of the given reaction. (1) Given the reactants [Cl:1][C:2]1[C:11]([CH2:12]O)=[CH:10][C:9]2[C:4](=[C:5]([Cl:14])[CH:6]=[CH:7][CH:8]=2)[N:3]=1.O=S(Cl)Cl.[N-:19]=[N+:20]=[N-:21].[Na+], predict the reaction product. The product is: [N:19]([CH2:12][C:11]1[C:2]([Cl:1])=[N:3][C:4]2[C:9]([CH:10]=1)=[CH:8][CH:7]=[CH:6][C:5]=2[Cl:14])=[N+:20]=[N-:21]. (2) Given the reactants [CH3:1][N:2]([CH2:4][CH:5]1[CH:11]([C:12]2[CH:13]=[C:14]([OH:18])[CH:15]=[CH:16][CH:17]=2)[CH2:10][CH:9]2[CH2:19][CH:6]1[CH2:7][CH2:8]2)[CH3:3].[CH3:20][C:21]([CH3:26])([CH3:25])[C:22](Cl)=[O:23].C(N(CC)CC)C, predict the reaction product. The product is: [CH3:3][N:2]([CH2:4][CH:5]1[CH:11]([C:12]2[CH:13]=[C:14]([O:18][C:22](=[O:23])[C:21]([CH3:26])([CH3:25])[CH3:20])[CH:15]=[CH:16][CH:17]=2)[CH2:10][CH:9]2[CH2:19][CH:6]1[CH2:7][CH2:8]2)[CH3:1]. (3) Given the reactants C([S:8][C:9]1[CH:18]=[C:17]2[C:12]([C:13]([C:20]3[CH:27]=[CH:26][C:23]([C:24]#[N:25])=[CH:22][C:21]=3[O:28][CH3:29])=[N:14][C:15]([CH3:19])=[N:16]2)=[CH:11][CH:10]=1)C1C=CC=CC=1.CC(O)=O.[OH2:34].[Cl:35]N1C(C)(C)C(=O)N(Cl)C1=O.[OH2:46], predict the reaction product. The product is: [C:24]([C:23]1[CH:26]=[CH:27][C:20]([C:13]2[C:12]3[C:17](=[CH:18][C:9]([S:8]([Cl:35])(=[O:46])=[O:34])=[CH:10][CH:11]=3)[N:16]=[C:15]([CH3:19])[N:14]=2)=[C:21]([O:28][CH3:29])[CH:22]=1)#[N:25]. (4) Given the reactants [CH3:1][N:2]1[C:6]2=[N:7][C:8]([CH2:12][CH2:13][CH2:14][CH2:15][CH2:16][CH2:17][CH2:18][CH3:19])=[CH:9][C:10]([CH3:11])=[C:5]2[CH2:4][CH2:3]1.[Br:20]N1C(C)(C)C(=O)N(Br)C1=O, predict the reaction product. The product is: [Br:20][C:9]1[C:10]([CH3:11])=[C:5]2[CH2:4][CH2:3][N:2]([CH3:1])[C:6]2=[N:7][C:8]=1[CH2:12][CH2:13][CH2:14][CH2:15][CH2:16][CH2:17][CH2:18][CH3:19]. (5) Given the reactants C([O:3][C@H:4]1[CH2:12][C:11]2[C:6](=[CH:7][CH:8]=[CH:9][CH:10]=2)[C@H:5]1[NH:13][C:14]1[C:19]([CH2:20][CH3:21])=[N:18][C:17](I)=[C:16]([CH2:23][CH3:24])[N:15]=1)C.[CH3:25][C:26]1[CH:32]=[CH:31][C:29]([NH2:30])=[CH:28][CH:27]=1.C(P(C(C)(C)C)C1C=CC=CC=1C1C=CC=CC=1)(C)(C)C.CC(C)([O-])C.[Na+], predict the reaction product. The product is: [CH2:20]([C:19]1[C:14]([NH:13][CH:5]2[C:6]3[C:11](=[CH:10][CH:9]=[CH:8][CH:7]=3)[CH2:12][CH:4]2[OH:3])=[N:15][C:16]([CH2:23][CH3:24])=[C:17]([NH:30][C:29]2[CH:31]=[CH:32][C:26]([CH3:25])=[CH:27][CH:28]=2)[N:18]=1)[CH3:21]. (6) Given the reactants [Cl:1][C:2]1[CH:3]=[C:4]([C@@H:8]([CH:18]=[CH2:19])[C@@H:9]([C:11]2[CH:16]=[CH:15][C:14]([Cl:17])=[CH:13][CH:12]=2)[NH2:10])[CH:5]=[CH:6][CH:7]=1.C(N(CC)C(C)C)(C)C.[CH:29](/[S:37](Cl)(=[O:39])=[O:38])=[CH:30]\[C:31]1[CH:36]=[CH:35][CH:34]=[CH:33][CH:32]=1, predict the reaction product. The product is: [Cl:1][C:2]1[CH:3]=[C:4]([C@@H:8]([CH:18]=[CH2:19])[C@H:9]([NH:10][S:37](/[CH:29]=[CH:30]/[C:31]2[CH:36]=[CH:35][CH:34]=[CH:33][CH:32]=2)(=[O:39])=[O:38])[C:11]2[CH:12]=[CH:13][C:14]([Cl:17])=[CH:15][CH:16]=2)[CH:5]=[CH:6][CH:7]=1.